Dataset: Full USPTO retrosynthesis dataset with 1.9M reactions from patents (1976-2016). Task: Predict the reactants needed to synthesize the given product. (1) Given the product [NH2:17][C:16]1[C:12]2[C:13](=[N:14][C:9]([C:3]3[CH:4]=[CH:5][C:6]([Cl:8])=[CH:7][C:2]=3[Cl:1])=[C:10]([C:18]3[CH:19]=[CH:20][C:21]([Cl:24])=[CH:22][CH:23]=3)[CH:11]=2)[O:15][C:32]=1[C:33]([C:35]1[CH:40]=[CH:39][CH:38]=[CH:37][CH:36]=1)=[O:34], predict the reactants needed to synthesize it. The reactants are: [Cl:1][C:2]1[CH:7]=[C:6]([Cl:8])[CH:5]=[CH:4][C:3]=1[C:9]1[NH:14][C:13](=[O:15])[C:12]([C:16]#[N:17])=[CH:11][C:10]=1[C:18]1[CH:23]=[CH:22][C:21]([Cl:24])=[CH:20][CH:19]=1.C(=O)([O-])[O-].[Cs+].[Cs+].Cl[CH2:32][C:33]([C:35]1[CH:40]=[CH:39][CH:38]=[CH:37][CH:36]=1)=[O:34]. (2) Given the product [CH2:12]([O:19][N:20]=[C:3]1[C:4]2[CH:8]=[CH:7][S:6][C:5]=2[CH2:9][CH:2]1[OH:1])[C:13]1[CH:18]=[CH:17][CH:16]=[CH:15][CH:14]=1, predict the reactants needed to synthesize it. The reactants are: [OH:1][CH:2]1[CH2:9][C:5]2[S:6][CH:7]=[CH:8][C:4]=2[C:3]1=O.Cl.[CH2:12]([O:19][NH2:20])[C:13]1[CH:18]=[CH:17][CH:16]=[CH:15][CH:14]=1. (3) Given the product [CH:16]1([N:7]2[CH2:8][C:9]3([CH2:11][CH2:10]3)[C:12](=[O:15])[N:13]([CH3:14])[C:5]3[CH:4]=[N:3][C:2]([NH:22][C:23]4[CH:31]=[CH:30][C:26]([C:27]([OH:29])=[O:28])=[CH:25][C:24]=4[CH3:32])=[N:21][C:6]2=3)[CH2:20][CH2:19][CH2:18][CH2:17]1, predict the reactants needed to synthesize it. The reactants are: Cl[C:2]1[N:3]=[CH:4][C:5]2[N:13]([CH3:14])[C:12](=[O:15])[C:9]3([CH2:11][CH2:10]3)[CH2:8][N:7]([CH:16]3[CH2:20][CH2:19][CH2:18][CH2:17]3)[C:6]=2[N:21]=1.[NH2:22][C:23]1[CH:31]=[CH:30][C:26]([C:27]([OH:29])=[O:28])=[CH:25][C:24]=1[CH3:32].C(O)C. (4) Given the product [CH2:1]([N:8]([C@H:16]1[C@@H:20]([C:21]2[CH:26]=[CH:25][CH:24]=[CH:23][CH:22]=2)[C:19](=[O:27])[N:18]([CH2:28][C:29]2[CH:34]=[CH:33][CH:32]=[CH:31][CH:30]=2)[C:17]1=[O:35])[C:9](=[O:15])[O:10][C:11]([CH3:14])([CH3:13])[CH3:12])[C:2]1[CH:7]=[CH:6][CH:5]=[CH:4][CH:3]=1, predict the reactants needed to synthesize it. The reactants are: [CH2:1]([N:8]([C:16]1[C:17](=[O:35])[N:18]([CH2:28][C:29]2[CH:34]=[CH:33][CH:32]=[CH:31][CH:30]=2)[C:19](=[O:27])[C:20]=1[C:21]1[CH:26]=[CH:25][CH:24]=[CH:23][CH:22]=1)[C:9](=[O:15])[O:10][C:11]([CH3:14])([CH3:13])[CH3:12])[C:2]1[CH:7]=[CH:6][CH:5]=[CH:4][CH:3]=1.[H][H]. (5) Given the product [Cl:16][C:12]1[CH:11]=[C:10]([C:4]2[N:3]=[C:2]([NH:17][C:18]3[CH:23]=[CH:22][C:21]([C:24]([CH3:29])([CH3:28])[C:25]([O:36][CH3:35])=[O:26])=[CH:20][CH:19]=3)[CH:7]=[C:6]([CH2:8][CH3:9])[N:5]=2)[CH:15]=[CH:14][CH:13]=1, predict the reactants needed to synthesize it. The reactants are: Cl[C:2]1[CH:7]=[C:6]([CH2:8][CH3:9])[N:5]=[C:4]([C:10]2[CH:15]=[CH:14][CH:13]=[C:12]([Cl:16])[CH:11]=2)[N:3]=1.[NH2:17][C:18]1[CH:23]=[CH:22][C:21]([C:24]([CH3:29])([CH3:28])[C:25](N)=[O:26])=[CH:20][CH:19]=1.CN1[C:35](=[O:36])CCC1. (6) Given the product [S:1]1[CH:5]=[CH:4][C:3]([C:6]2[CH:7]=[N:8][N:9]3[CH:14]=[C:13]([C:15]4[CH:20]=[CH:19][C:18]([O:21][CH2:30][CH2:31][N:32]5[CH2:37][CH2:36][O:35][CH2:34][CH2:33]5)=[CH:17][CH:16]=4)[CH:12]=[N:11][C:10]=23)=[CH:2]1, predict the reactants needed to synthesize it. The reactants are: [S:1]1[CH:5]=[CH:4][C:3]([C:6]2[CH:7]=[N:8][N:9]3[CH:14]=[C:13]([C:15]4[CH:20]=[CH:19][C:18]([OH:21])=[CH:17][CH:16]=4)[CH:12]=[N:11][C:10]=23)=[CH:2]1.C(=O)([O-])[O-].[Cs+].[Cs+].Cl.Cl[CH2:30][CH2:31][N:32]1[CH2:37][CH2:36][O:35][CH2:34][CH2:33]1.[I-].[Na+]. (7) Given the product [F:1][C:2]([F:25])([F:24])[C:3]1[CH:4]=[C:5]([CH:21]=[CH:22][CH:23]=1)[O:6][CH2:7][C:8](=[O:30])[CH2:9][P:10](=[O:15])([O:13][CH3:14])[O:11][CH3:12], predict the reactants needed to synthesize it. The reactants are: [F:1][C:2]([F:25])([F:24])[C:3]1[CH:4]=[C:5]([CH:21]=[CH:22][CH:23]=1)[O:6][CH2:7][C:8](=NNC(N)=O)[CH2:9][P:10](=[O:15])([O:13][CH3:14])[O:11][CH3:12].C(Cl)Cl.Cl.[OH2:30]. (8) Given the product [CH3:1][O:2][C:3]([C:5]1[S:6][C:7]([C:10]([CH3:14])([CH3:13])[CH2:11][O:12][C:20]2[CH:21]=[C:16]([CH3:15])[C:17]([C:24]3[CH:29]=[CH:28][C:27]([C:30]([F:31])([F:33])[F:32])=[CH:26][CH:25]=3)=[C:18]([CH3:23])[CH:19]=2)=[CH:8][CH:9]=1)=[O:4], predict the reactants needed to synthesize it. The reactants are: [CH3:1][O:2][C:3]([C:5]1[S:6][C:7]([C:10]([CH3:14])([CH3:13])[CH2:11][OH:12])=[CH:8][CH:9]=1)=[O:4].[CH3:15][C:16]1[CH:21]=[C:20](O)[CH:19]=[C:18]([CH3:23])[C:17]=1[C:24]1[CH:29]=[CH:28][C:27]([C:30]([F:33])([F:32])[F:31])=[CH:26][CH:25]=1.C1C=CC(P(C2C=CC=CC=2)C2C=CC=CC=2)=CC=1.N(C(N1CCCCC1)=O)=NC(N1CCCCC1)=O. (9) Given the product [Br:15][C:16]1[CH:17]=[C:18]([CH:25]=[O:26])[C:19]([F:22])=[N:20][CH:21]=1, predict the reactants needed to synthesize it. The reactants are: CCN(C(C)C)C(C)C.[Li]CCCC.[Br:15][C:16]1[CH:17]=[CH:18][C:19]([F:22])=[N:20][CH:21]=1.C1C[O:26][CH2:25]C1.